Dataset: Reaction yield outcomes from USPTO patents with 853,638 reactions. Task: Predict the reaction yield, written as a fraction of the theoretical maximum amount of product (1.0 means a 100% yield; for example, 0.34 means a 34% yield). (1) The reactants are [CH3:1][C:2]1[C:10]([C:11]2[S:12][C:13]([C:24]([O:26][CH2:27][CH3:28])=[O:25])=[C:14](OS(C(F)(F)F)(=O)=O)[N:15]=2)=[C:5]2[CH:6]=[CH:7][CH:8]=[CH:9][N:4]2[N:3]=1.[CH2:29](B1OC(C)(C)C(C)(C)O1)[C:30]1[CH:35]=[CH:34][CH:33]=[CH:32][CH:31]=1.C(=O)([O-])[O-].[Cs+].[Cs+].O. The catalyst is COCCOC. The product is [CH2:29]([C:14]1[N:15]=[C:11]([C:10]2[C:2]([CH3:1])=[N:3][N:4]3[CH:9]=[CH:8][CH:7]=[CH:6][C:5]=23)[S:12][C:13]=1[C:24]([O:26][CH2:27][CH3:28])=[O:25])[C:30]1[CH:35]=[CH:34][CH:33]=[CH:32][CH:31]=1. The yield is 0.430. (2) The reactants are [CH2:1]=[CH:2][CH:3]([SH:14])[CH2:4][CH2:5][CH2:6][CH2:7][CH2:8][CH2:9][CH2:10][CH2:11][CH2:12][CH3:13].[S:15]1[C:19]2[CH:20]=[CH:21][CH:22]=[CH:23][C:18]=2[N:17]=[C:16]1[S:24][S:24][C:16]1[S:15][C:19]2[CH:20]=[CH:21][CH:22]=[CH:23][C:18]=2[N:17]=1. The catalyst is C(Cl)(Cl)Cl. The product is [CH2:1]=[CH:2][CH:3]([S:14][S:24][C:16]1[S:15][C:19]2[CH:20]=[CH:21][CH:22]=[CH:23][C:18]=2[N:17]=1)[CH2:4][CH2:5][CH2:6][CH2:7][CH2:8][CH2:9][CH2:10][CH2:11][CH2:12][CH3:13]. The yield is 0.960. (3) The reactants are [Br:1][C:2]1[C:11]2[C:6]3=[C:7]([CH2:13][CH2:14][O:15][C:5]3=[CH:4][CH:3]=1)[CH:8]=[C:9](Cl)[N:10]=2. The catalyst is FC(F)(F)C(O)=O.[Zn]. The product is [Br:1][C:2]1[C:11]2[C:6]3=[C:7]([CH2:13][CH2:14][O:15][C:5]3=[CH:4][CH:3]=1)[CH:8]=[CH:9][N:10]=2. The yield is 0.240. (4) The catalyst is [Pd].C(O)C. The reactants are [CH:1]1([O:7][CH:8]([CH2:13][CH2:14][CH2:15][CH2:16]/[CH:17]=[CH:18]/[C:19]2[S:23][CH:22]=[N:21][C:20]=2[CH3:24])[C:9]([O:11][CH3:12])=[O:10])[CH2:6][CH2:5][CH2:4][CH2:3][CH2:2]1. The yield is 0.970. The product is [CH:1]1([O:7][CH:8]([CH2:13][CH2:14][CH2:15][CH2:16][CH2:17][CH2:18][C:19]2[S:23][CH:22]=[N:21][C:20]=2[CH3:24])[C:9]([O:11][CH3:12])=[O:10])[CH2:6][CH2:5][CH2:4][CH2:3][CH2:2]1. (5) The reactants are [OH-:1].[Li+].C[O:4][C:5](=[O:39])[CH:6](O)[C:7]1[CH:12]=[CH:11][CH:10]=[C:9]([C:13]2[CH:14]=[C:15]3[C:21]([C:22]4[CH:27]=[CH:26][CH:25]=[CH:24][C:23]=4[O:28][CH3:29])=[N:20][N:19]([CH2:30][O:31][CH2:32][CH2:33][Si:34]([CH3:37])([CH3:36])[CH3:35])[C:16]3=[N:17][CH:18]=2)[N:8]=1.O. The catalyst is O.CO. The product is [OH:1][C:10]1[CH:11]=[CH:12][C:7]([CH2:6][C:5]([OH:4])=[O:39])=[N:8][C:9]=1[C:13]1[CH:14]=[C:15]2[C:21]([C:22]3[CH:27]=[CH:26][CH:25]=[CH:24][C:23]=3[O:28][CH3:29])=[N:20][N:19]([CH2:30][O:31][CH2:32][CH2:33][Si:34]([CH3:37])([CH3:35])[CH3:36])[C:16]2=[N:17][CH:18]=1. The yield is 0.610.